Dataset: Full USPTO retrosynthesis dataset with 1.9M reactions from patents (1976-2016). Task: Predict the reactants needed to synthesize the given product. (1) Given the product [Cl:34][C:28]1[CH:29]=[C:30]([Cl:33])[CH:31]=[CH:32][C:27]=1[C:10]1[CH:11]=[C:12]([C:14]2[C:15]3[N:22]=[C:21]([NH:23][C:24](=[O:26])[CH3:25])[S:20][C:16]=3[N:17]=[CH:18][N:19]=2)[S:13][C:9]=1[C:5]1[NH:6][CH:7]=[CH:8][N:4]=1, predict the reactants needed to synthesize it. The reactants are: C([N:4]1[CH:8]=[CH:7][N:6]=[C:5]1[C:9]1[S:13][C:12]([C:14]2[C:15]3[N:22]=[C:21]([NH:23][C:24](=[O:26])[CH3:25])[S:20][C:16]=3[N:17]=[CH:18][N:19]=2)=[CH:11][C:10]=1[C:27]1[CH:32]=[CH:31][C:30]([Cl:33])=[CH:29][C:28]=1[Cl:34])C=C.C(O)(=O)C.C1([SiH3])C=CC=CC=1. (2) Given the product [C:47]12([NH:52][C:30]([C:29]3[C:28]([O:34][CH3:35])=[CH:27][C:26]([CH3:36])=[C:25]([C:3]4[C:4]([CH2:22][O:23][CH3:24])=[CH:5][C:6]5[O:10][C:9]([C:11]6[CH:12]=[CH:13][C:14]([F:17])=[CH:15][CH:16]=6)=[C:8]([C:18]([NH:19][CH3:20])=[O:21])[C:7]=5[C:2]=4[F:1])[CH:33]=3)=[O:31])[CH2:51][CH:49]([CH2:50]1)[CH2:48]2, predict the reactants needed to synthesize it. The reactants are: [F:1][C:2]1[C:7]2[C:8]([C:18](=[O:21])[NH:19][CH3:20])=[C:9]([C:11]3[CH:16]=[CH:15][C:14]([F:17])=[CH:13][CH:12]=3)[O:10][C:6]=2[CH:5]=[C:4]([CH2:22][O:23][CH3:24])[C:3]=1[C:25]1[C:26]([CH3:36])=[CH:27][C:28]([O:34][CH3:35])=[C:29]([CH:33]=1)[C:30](O)=[O:31].C(N(C(C)C)C(C)C)C.Cl.[C:47]12([NH2:52])[CH2:51][CH:49]([CH2:50]1)[CH2:48]2.CN(C(ON1N=NC2C=CC=NC1=2)=[N+](C)C)C.F[P-](F)(F)(F)(F)F. (3) Given the product [O-:7][Si:5]([O-:8])=[O:6].[O-:7][Si:5]([O-:8])=[O:6].[Na+:4].[Al+3:2], predict the reactants needed to synthesize it. The reactants are: O=[Al-:2]=O.[Na+:4].[Si:5]([O-])([O-:8])([O-:7])[O-:6].[Na+].[Na+].[Na+].[Na+]. (4) Given the product [Cl:16][C:15]1[C:10]([C:8]2[S:7][C:6]3[CH:28]=[C:2]([NH:35][C:30]4[CH:31]=[CH:32][CH:33]=[CH:34][N:29]=4)[CH:3]=[CH:4][C:5]=3[CH:9]=2)=[N:11][C:12]([NH:17][CH2:18][CH2:19][CH2:20][N:21]2[CH2:26][CH2:25][N:24]([CH3:27])[CH2:23][CH2:22]2)=[N:13][CH:14]=1, predict the reactants needed to synthesize it. The reactants are: Br[C:2]1[CH:3]=[CH:4][C:5]2[CH:9]=[C:8]([C:10]3[C:15]([Cl:16])=[CH:14][N:13]=[C:12]([NH:17][CH2:18][CH2:19][CH2:20][N:21]4[CH2:26][CH2:25][N:24]([CH3:27])[CH2:23][CH2:22]4)[N:11]=3)[S:7][C:6]=2[CH:28]=1.[N:29]1[CH:34]=[CH:33][CH:32]=[CH:31][C:30]=1[NH2:35].CC1(C)C2C(=C(P(C3C=CC=CC=3)C3C=CC=CC=3)C=CC=2)OC2C(P(C3C=CC=CC=3)C3C=CC=CC=3)=CC=CC1=2.C(=O)([O-])[O-].[Cs+].[Cs+]. (5) Given the product [CH3:1][O:2][C:3]1[CH:4]=[CH:5][C:6]([CH2:7][N:8]2[C:17](=[O:18])[C:16]3[N:15]=[CH:14][C:13]([CH3:19])=[C:12]([Cl:21])[C:11]=3[CH:10]=[CH:9]2)=[CH:22][CH:23]=1, predict the reactants needed to synthesize it. The reactants are: [CH3:1][O:2][C:3]1[CH:23]=[CH:22][C:6]([CH2:7][N:8]2[C:17](=[O:18])[C:16]3[N:15]=[CH:14][C:13]([CH2:19]Cl)=[C:12]([Cl:21])[C:11]=3[CH:10]=[CH:9]2)=[CH:5][CH:4]=1. (6) The reactants are: CON(C)[C:4]([C:6]1[N:7]=[CH:8][N:9]([C:11]2[CH:12]=[C:13]([C:17]3[CH:22]=[CH:21][CH:20]=[C:19]([F:23])[C:18]=3[O:24][CH3:25])[CH:14]=[CH:15][CH:16]=2)[CH:10]=1)=[O:5].Br[C:28]1[CH:29]=[C:30]([O:34][CH3:35])[CH:31]=[CH:32][CH:33]=1. Given the product [F:23][C:19]1[C:18]([O:24][CH3:25])=[C:17]([C:13]2[CH:14]=[CH:15][CH:16]=[C:11]([N:9]3[CH:10]=[C:6]([C:4]([C:28]4[CH:33]=[CH:32][CH:31]=[C:30]([O:34][CH3:35])[CH:29]=4)=[O:5])[N:7]=[CH:8]3)[CH:12]=2)[CH:22]=[CH:21][CH:20]=1, predict the reactants needed to synthesize it. (7) Given the product [C:1]1([S:7]([N:10]2[C:14]3=[N:15][CH:16]=[C:17]([S:19]([CH2:21][CH3:22])=[O:20])[CH:18]=[C:13]3[CH:12]=[C:11]2[C:23]([C:48]2[CH:49]=[CH:50][C:45]([S:42]([CH3:41])(=[O:44])=[O:43])=[CH:46][CH:47]=2)=[CH:24][CH:25]2[CH2:26][CH2:27][CH2:28][CH2:29]2)(=[O:9])=[O:8])[CH:2]=[CH:3][CH:4]=[CH:5][CH:6]=1, predict the reactants needed to synthesize it. The reactants are: [C:1]1([S:7]([N:10]2[C:14]3=[N:15][CH:16]=[C:17]([S:19]([CH2:21][CH3:22])=[O:20])[CH:18]=[C:13]3[CH:12]=[C:11]2[C:23](OS(C2C=CC(C)=CC=2)(=O)=O)=[CH:24][CH:25]2[CH2:29][CH2:28][CH2:27][CH2:26]2)(=[O:9])=[O:8])[CH:6]=[CH:5][CH:4]=[CH:3][CH:2]=1.[CH3:41][S:42]([C:45]1[CH:50]=[CH:49][C:48](B(O)O)=[CH:47][CH:46]=1)(=[O:44])=[O:43].C(=O)([O-])[O-].[Na+].[Na+].